Dataset: Forward reaction prediction with 1.9M reactions from USPTO patents (1976-2016). Task: Predict the product of the given reaction. (1) Given the reactants CN(C(ON1N=NC2C=CC=CC1=2)=[N+](C)C)C.[B-](F)(F)(F)F.[CH3:23][O:24][C:25]1[CH:30]=[C:29]([CH3:31])[C:28]([S:32]([N:35]2[C:44]3[C:39](=[CH:40][CH:41]=[C:42]([CH2:45][C:46](O)=[O:47])[CH:43]=3)[CH2:38][CH2:37][CH2:36]2)(=[O:34])=[O:33])=[C:27]([CH3:49])[CH:26]=1.[CH2:50]1[C:54]2([CH2:59][CH2:58][NH:57][CH2:56][CH2:55]2)[CH2:53][CH2:52][N:51]1[C:60]([O:62][C:63]([CH3:66])([CH3:65])[CH3:64])=[O:61], predict the reaction product. The product is: [CH3:23][O:24][C:25]1[CH:26]=[C:27]([CH3:49])[C:28]([S:32]([N:35]2[C:44]3[C:39](=[CH:40][CH:41]=[C:42]([CH2:45][C:46]([N:57]4[CH2:56][CH2:55][C:54]5([CH2:50][N:51]([C:60]([O:62][C:63]([CH3:66])([CH3:65])[CH3:64])=[O:61])[CH2:52][CH2:53]5)[CH2:59][CH2:58]4)=[O:47])[CH:43]=3)[CH2:38][CH2:37][CH2:36]2)(=[O:33])=[O:34])=[C:29]([CH3:31])[CH:30]=1. (2) Given the reactants [Br:1][CH2:2][C:3]1[CH:11]=[CH:10][C:6]([C:7](O)=[O:8])=[CH:5][C:4]=1[B:12]1[O:16][C:15]([CH3:18])([CH3:17])[C:14]([CH3:20])([CH3:19])[O:13]1.C(Cl)(Cl)[Cl:22].C(Cl)(=O)C(Cl)=O, predict the reaction product. The product is: [Br:1][CH2:2][C:3]1[CH:11]=[CH:10][C:6]([C:7]([Cl:22])=[O:8])=[CH:5][C:4]=1[B:12]1[O:16][C:15]([CH3:18])([CH3:17])[C:14]([CH3:20])([CH3:19])[O:13]1. (3) Given the reactants [CH3:1][SiH:2]([CH3:7])[CH:3]=[CH:4][CH2:5][CH3:6].[CH:8]([Mg]Cl)(C)C.C(OCC)(=O)C.[Cl-].[Na+].[OH2:21], predict the reaction product. The product is: [CH3:6][C:5]1([OH:21])[CH2:4][CH:3]1[Si:2]([CH3:8])([CH3:7])[CH3:1]. (4) Given the reactants [Cl:1][C:2]1[CH:7]=[CH:6][C:5]([N:8]2[CH:12]([C:13]3[CH:18]=[CH:17][CH:16]=[CH:15][CH:14]=3)[CH2:11][C:10]([C:19]([NH2:21])=[NH:20])=[N:9]2)=[CH:4][CH:3]=1.Cl.[F:23][C:24]1[CH:29]=[CH:28][C:27]([S:30](Cl)(=[O:32])=[O:31])=[CH:26][CH:25]=1.C(N(CC)CC)C, predict the reaction product. The product is: [F:23][C:24]1[CH:29]=[CH:28][C:27]([S:30]([NH:20][C:19]([C:10]2[CH2:11][CH:12]([C:13]3[CH:18]=[CH:17][CH:16]=[CH:15][CH:14]=3)[N:8]([C:5]3[CH:4]=[CH:3][C:2]([Cl:1])=[CH:7][CH:6]=3)[N:9]=2)=[NH:21])(=[O:32])=[O:31])=[CH:26][CH:25]=1. (5) Given the reactants CCN(CC)CC.[C:8]([C:12]1[CH:13]=[C:14]([NH:23][C:24](=[O:32])OC2C=CC=CC=2)[CH:15]=[C:16]([NH:18][S:19]([CH3:22])(=[O:21])=[O:20])[CH:17]=1)([CH3:11])([CH3:10])[CH3:9].[NH2:33][C:34]1[C:43]2[C:38](=[CH:39][CH:40]=[CH:41][CH:42]=2)[C:37]([O:44][C:45]2[CH:50]=[CH:49][N:48]=[C:47]([NH:51][C:52]3[CH:53]=[C:54]([CH:66]=[C:67]([C:69]#[C:70][Si:71]([CH:78]([CH3:80])[CH3:79])([CH:75]([CH3:77])[CH3:76])[CH:72]([CH3:74])[CH3:73])[CH:68]=3)[C:55]([NH:57][CH2:58][CH2:59][N:60]3[CH2:65][CH2:64][O:63][CH2:62][CH2:61]3)=[O:56])[CH:46]=2)=[CH:36][CH:35]=1, predict the reaction product. The product is: [C:8]([C:12]1[CH:13]=[C:14]([NH:23][C:24](=[O:32])[NH:33][C:34]2[C:43]3[C:38](=[CH:39][CH:40]=[CH:41][CH:42]=3)[C:37]([O:44][C:45]3[CH:50]=[CH:49][N:48]=[C:47]([NH:51][C:52]4[CH:53]=[C:54]([CH:66]=[C:67]([C:69]#[C:70][Si:71]([CH:78]([CH3:80])[CH3:79])([CH:75]([CH3:77])[CH3:76])[CH:72]([CH3:74])[CH3:73])[CH:68]=4)[C:55]([NH:57][CH2:58][CH2:59][N:60]4[CH2:61][CH2:62][O:63][CH2:64][CH2:65]4)=[O:56])[CH:46]=3)=[CH:36][CH:35]=2)[CH:15]=[C:16]([NH:18][S:19]([CH3:22])(=[O:20])=[O:21])[CH:17]=1)([CH3:9])([CH3:10])[CH3:11]. (6) Given the reactants [OH:1][C:2]1[CH:3]=[C:4]([CH:7]=[CH:8][CH:9]=1)[CH:5]=[O:6].[Si:10](O[Si:10]([C:13]([CH3:16])([CH3:15])[CH3:14])([CH3:12])[CH3:11])([C:13]([CH3:16])([CH3:15])[CH3:14])([CH3:12])[CH3:11].[Si](Cl)(C(C)(C)C)(C)C.C(N(CC)CC)C, predict the reaction product. The product is: [Si:10]([O:1][C:2]1[CH:3]=[C:4]([CH:7]=[CH:8][CH:9]=1)[CH:5]=[O:6])([C:13]([CH3:16])([CH3:15])[CH3:14])([CH3:12])[CH3:11]. (7) Given the reactants [C:1]([C:3]1[CH:4]=[N:5][C:6]([NH:21][CH2:22][C:23]2[CH:28]=[CH:27][C:26](B3OC(C)(C)C(C)(C)O3)=[CH:25][CH:24]=2)=[C:7]([CH:20]=1)[C:8]([NH:10][C@H:11]([C:13]1[CH:18]=[CH:17][C:16]([F:19])=[CH:15][CH:14]=1)[CH3:12])=[O:9])#[N:2].C1(S([N:47]2[C:51]3[N:52]=[CH:53][N:54]=[C:55]([NH2:56])[C:50]=3[C:49](I)=[CH:48]2)(=O)=O)C=CC=CC=1.ClCCl.CN(C)C=O.C(=O)(O)[O-].[Na+].O, predict the reaction product. The product is: [NH2:56][C:55]1[C:50]2[C:49]([C:26]3[CH:27]=[CH:28][C:23]([CH2:22][NH:21][C:6]4[N:5]=[CH:4][C:3]([C:1]#[N:2])=[CH:20][C:7]=4[C:8]([NH:10][C@H:11]([C:13]4[CH:14]=[CH:15][C:16]([F:19])=[CH:17][CH:18]=4)[CH3:12])=[O:9])=[CH:24][CH:25]=3)=[CH:48][NH:47][C:51]=2[N:52]=[CH:53][N:54]=1. (8) Given the reactants [Br:1][C:2]1[C:3](=[O:20])[CH:4]2[CH:8]([C:9]=1[C:10]1[CH:15]=[CH:14][C:13]([O:16]C)=[C:12]([F:18])[C:11]=1[F:19])[CH2:7][CH2:6][CH2:5]2.B(Br)(Br)Br, predict the reaction product. The product is: [Br:1][C:2]1[C:3](=[O:20])[CH:4]2[CH:8]([C:9]=1[C:10]1[CH:15]=[CH:14][C:13]([OH:16])=[C:12]([F:18])[C:11]=1[F:19])[CH2:7][CH2:6][CH2:5]2. (9) Given the reactants Cl[C:2]1[C:7]2[N:8]=[C:9]([CH3:11])[S:10][C:6]=2[C:5](I)=[CH:4][N:3]=1.[Cl:13][C:14]1[CH:19]=[C:18](B(O)O)[CH:17]=[CH:16][N:15]=1.[CH3:23][C:24]1[CH:29]=[C:28]([NH2:30])[CH:27]=[CH:26][N:25]=1, predict the reaction product. The product is: [Cl:13][C:14]1[CH:19]=[C:18]([C:5]2[C:6]3[S:10][C:9]([CH3:11])=[N:8][C:7]=3[C:2]([NH:30][C:28]3[CH:27]=[CH:26][N:25]=[C:24]([CH3:23])[CH:29]=3)=[N:3][CH:4]=2)[CH:17]=[CH:16][N:15]=1.